This data is from Reaction yield outcomes from USPTO patents with 853,638 reactions. The task is: Predict the reaction yield, written as a fraction of the theoretical maximum amount of product (1.0 means a 100% yield; for example, 0.34 means a 34% yield). (1) The reactants are [F:1][C:2]([F:14])([F:13])[S:3][C:4]1[CH:9]=[CH:8][C:7]([C:10](=[O:12])[CH3:11])=[CH:6][CH:5]=1.[Se](=O)=[O:16].[CH3:18][CH2:19][O:20]CC. The catalyst is N1C=CC=CC=1.ClCCl. The product is [O:12]=[C:10]([C:7]1[CH:6]=[CH:5][C:4]([S:3][C:2]([F:13])([F:1])[F:14])=[CH:9][CH:8]=1)[C:11]([O:20][CH2:19][CH3:18])=[O:16]. The yield is 0.620. (2) The reactants are Br[C:2]1[CH:7]=[CH:6][CH:5]=[CH:4][N:3]=1.[Br:8][C:9]1[C:14]2[N:15]=[C:16]([CH2:18][CH2:19][C:20]#[CH:21])[O:17][C:13]=2[CH:12]=[CH:11][CH:10]=1. No catalyst specified. The product is [Br:8][C:9]1[C:14]2[N:15]=[C:16]([CH2:18][CH2:19][C:20]#[C:21][C:2]3[CH:7]=[CH:6][CH:5]=[CH:4][N:3]=3)[O:17][C:13]=2[CH:12]=[CH:11][CH:10]=1. The yield is 0.460. (3) The reactants are [CH3:1][O:2][C:3](=[O:32])[C:4]1[CH:9]=[CH:8][C:7]([CH2:10][N:11]2[CH:15]=[C:14]([C:16]3[CH:21]=[CH:20][C:19]([Cl:22])=[CH:18][C:17]=3[Cl:23])[N:13]=[C:12]2[CH2:24][C:25]2[CH:30]=[CH:29][C:28](Br)=[CH:27][CH:26]=2)=[CH:6][CH:5]=1.[F:33][C:34]([F:46])([F:45])[O:35][C:36]1[CH:37]=[C:38](B(O)O)[CH:39]=[CH:40][CH:41]=1. No catalyst specified. The product is [CH3:1][O:2][C:3](=[O:32])[C:4]1[CH:9]=[CH:8][C:7]([CH2:10][N:11]2[CH:15]=[C:14]([C:16]3[CH:21]=[CH:20][C:19]([Cl:22])=[CH:18][C:17]=3[Cl:23])[N:13]=[C:12]2[CH2:24][C:25]2[CH:30]=[CH:29][C:28]([C:38]3[CH:39]=[CH:40][CH:41]=[C:36]([O:35][C:34]([F:33])([F:45])[F:46])[CH:37]=3)=[CH:27][CH:26]=2)=[CH:6][CH:5]=1. The yield is 0.720. (4) The reactants are [CH3:1]I.[H-].[Na+].[Cl:5][C:6]1[CH:7]=[C:8]2[C:13](=[CH:14][CH:15]=1)[CH:12]=[C:11]([S:16]([CH2:19][C@@H:20]([NH:39][C:40](=[O:46])[O:41][C:42]([CH3:45])([CH3:44])[CH3:43])[C:21]([N:23]1[CH2:28][CH2:27][CH:26]([N:29]3[CH2:33][C:32]4=[CH:34][N:35]=[C:36]([CH3:37])[N:31]4[C:30]3=[O:38])[CH2:25][CH2:24]1)=[O:22])(=[O:18])=[O:17])[CH:10]=[CH:9]2.O. The catalyst is CN(C=O)C. The product is [C:42]([O:41][C:40](=[O:46])[N:39]([C@H:20]([CH2:19][S:16]([C:11]1[CH:10]=[CH:9][C:8]2[C:13](=[CH:14][CH:15]=[C:6]([Cl:5])[CH:7]=2)[CH:12]=1)(=[O:18])=[O:17])[C:21]([N:23]1[CH2:24][CH2:25][CH:26]([N:29]2[CH2:33][C:32]3=[CH:34][N:35]=[C:36]([CH3:37])[N:31]3[C:30]2=[O:38])[CH2:27][CH2:28]1)=[O:22])[CH3:1])([CH3:43])([CH3:45])[CH3:44]. The yield is 0.960. (5) The reactants are Cl[C:2]1[CH:11]=[CH:10][N:9]=[C:8]2[C:3]=1[C:4]1[CH:16]=[CH:15][CH:14]=[CH:13][C:5]=1[C:6](=[O:12])[NH:7]2.[C:17]([C:19]1[CH:24]=[CH:23][CH:22]=[C:21]([Cl:25])[CH:20]=1)#[CH:18]. No catalyst specified. The product is [Cl:25][C:21]1[CH:20]=[C:19]([C:17]#[C:18][C:2]2[CH:11]=[CH:10][N:9]=[C:8]3[C:3]=2[C:4]2[CH:16]=[CH:15][CH:14]=[CH:13][C:5]=2[C:6](=[O:12])[NH:7]3)[CH:24]=[CH:23][CH:22]=1. The yield is 0.720. (6) The reactants are [F:1][C:2]1[C:3]([NH:16][C:17]2[CH:22]=[CH:21][C:20](I)=[CH:19][C:18]=2[F:24])=[C:4]([CH:12]=[CH:13][C:14]=1[F:15])[C:5]([NH:7][O:8][CH2:9][CH2:10][OH:11])=[O:6].[CH3:25][C:26]([OH:30])([C:28]#[CH:29])[CH3:27]. The catalyst is CCOCC.[Cu]I. The product is [F:1][C:2]1[C:3]([NH:16][C:17]2[CH:22]=[CH:21][C:20]([C:29]#[C:28][C:26]([OH:30])([CH3:27])[CH3:25])=[CH:19][C:18]=2[F:24])=[C:4]([CH:12]=[CH:13][C:14]=1[F:15])[C:5]([NH:7][O:8][CH2:9][CH2:10][OH:11])=[O:6]. The yield is 0.970. (7) The product is [CH3:1][O:2][C:3]([C:5]1[S:6][C:7]([C:13](=[O:15])[CH2:14][C:25]([C:19]2[CH:20]=[C:21]([Cl:24])[C:22]([F:23])=[C:17]([Cl:16])[CH:18]=2)([OH:30])[C:26]([F:28])([F:27])[F:29])=[C:8]2[CH2:12][CH2:11][CH2:10][C:9]=12)=[O:4]. The reactants are [CH3:1][O:2][C:3]([C:5]1[S:6][C:7]([C:13](=[O:15])[CH3:14])=[C:8]2[CH2:12][CH2:11][CH2:10][C:9]=12)=[O:4].[Cl:16][C:17]1[CH:18]=[C:19]([C:25](=[O:30])[C:26]([F:29])([F:28])[F:27])[CH:20]=[C:21]([Cl:24])[C:22]=1[F:23]. The catalyst is C1COCC1. The yield is 0.893.